This data is from Forward reaction prediction with 1.9M reactions from USPTO patents (1976-2016). The task is: Predict the product of the given reaction. (1) Given the reactants C(N(CC)C(C)C)(C)C.[C:10]([O:14][C:15]([N:17]1[CH2:22][CH2:21][C:20]([NH2:26])([C:23](=[O:25])[NH2:24])[CH2:19][CH2:18]1)=[O:16])([CH3:13])([CH3:12])[CH3:11].[C:27](Cl)(Cl)=[S:28].C(O)(=O)CC(CC(O)=O)(C(O)=O)O, predict the reaction product. The product is: [C:10]([O:14][C:15]([N:17]1[CH2:18][CH2:19][C:20]2([NH:26][C:27](=[S:28])[NH:24][C:23]2=[O:25])[CH2:21][CH2:22]1)=[O:16])([CH3:13])([CH3:11])[CH3:12]. (2) Given the reactants [N:1]1[CH:2]=[C:3]([C:10]([OH:12])=O)[N:4]2[CH:9]=[CH:8][CH:7]=[CH:6][C:5]=12.C(Cl)(=O)C(Cl)=O.C(N(C(C)C)CC)(C)C.[CH2:28]([C:30]1[C:38]2[C:37]([NH2:39])=[CH:36][CH:35]=[CH:34][C:33]=2[N:32]([CH2:40][C:41]2[CH:46]=[CH:45][CH:44]=[C:43]([CH3:47])[N:42]=2)[N:31]=1)[CH3:29], predict the reaction product. The product is: [CH2:28]([C:30]1[C:38]2[C:33](=[CH:34][CH:35]=[CH:36][C:37]=2[NH:39][C:10]([C:3]2[N:4]3[CH:9]=[CH:8][CH:7]=[CH:6][C:5]3=[N:1][CH:2]=2)=[O:12])[N:32]([CH2:40][C:41]2[CH:46]=[CH:45][CH:44]=[C:43]([CH3:47])[N:42]=2)[N:31]=1)[CH3:29].